From a dataset of Full USPTO retrosynthesis dataset with 1.9M reactions from patents (1976-2016). Predict the reactants needed to synthesize the given product. (1) Given the product [CH3:17][N:18]1[C:22]2[C:23]([CH3:38])=[CH:24][C:25]([C:27]([C:29]3[CH:36]=[CH:35][C:32]([C:33]#[N:34])=[C:31]([N:1]4[CH2:2][CH2:3][CH:4]([N:7]5[C:15]6[C:10](=[N:11][CH:12]=[CH:13][CH:14]=6)[NH:9][C:8]5=[O:16])[CH2:5][CH2:6]4)[CH:30]=3)=[O:28])=[CH:26][C:21]=2[O:20][C:19]1=[O:39], predict the reactants needed to synthesize it. The reactants are: [NH:1]1[CH2:6][CH2:5][CH:4]([N:7]2[C:15]3[C:10](=[N:11][CH:12]=[CH:13][CH:14]=3)[NH:9][C:8]2=[O:16])[CH2:3][CH2:2]1.[CH3:17][N:18]1[C:22]2[C:23]([CH3:38])=[CH:24][C:25]([C:27]([C:29]3[CH:36]=[CH:35][C:32]([C:33]#[N:34])=[C:31](F)[CH:30]=3)=[O:28])=[CH:26][C:21]=2[O:20][C:19]1=[O:39]. (2) Given the product [CH3:29][O:30][CH2:31][CH2:32][N:33]([CH2:2][C:3]1[CH:28]=[CH:27][C:6]([C:7]([NH:9][C:10]2[S:11][C:12]3[C:18]([N:19]4[CH2:24][CH2:23][O:22][CH2:21][CH2:20]4)=[CH:17][CH:16]=[C:15]([O:25][CH3:26])[C:13]=3[N:14]=2)=[O:8])=[CH:5][CH:4]=1)[CH3:34], predict the reactants needed to synthesize it. The reactants are: Cl[CH2:2][C:3]1[CH:28]=[CH:27][C:6]([C:7]([NH:9][C:10]2[S:11][C:12]3[C:18]([N:19]4[CH2:24][CH2:23][O:22][CH2:21][CH2:20]4)=[CH:17][CH:16]=[C:15]([O:25][CH3:26])[C:13]=3[N:14]=2)=[O:8])=[CH:5][CH:4]=1.[CH3:29][O:30][CH2:31][CH2:32][NH:33][CH3:34]. (3) The reactants are: [NH2:1][C:2]1[CH:3]=[C:4]([C:9]2[CH:10]=[CH:11][C:12]3[O:18][CH2:17][CH2:16][N:15]([C:19]([N:21]4[CH:26]5[CH2:27][CH2:28][CH:22]4[CH2:23][C:24]([C:30]([F:33])([F:32])[F:31])([OH:29])[CH2:25]5)=[O:20])[CH2:14][C:13]=3[CH:34]=2)[CH:5]=[N:6][C:7]=1[NH2:8].[CH:35](OC)(OC)OC. Given the product [NH:1]1[C:2]2[C:7](=[N:6][CH:5]=[C:4]([C:9]3[CH:10]=[CH:11][C:12]4[O:18][CH2:17][CH2:16][N:15]([C:19]([N:21]5[CH:22]6[CH2:28][CH2:27][CH:26]5[CH2:25][C:24]([C:30]([F:33])([F:32])[F:31])([OH:29])[CH2:23]6)=[O:20])[CH2:14][C:13]=4[CH:34]=3)[CH:3]=2)[N:8]=[CH:35]1, predict the reactants needed to synthesize it. (4) Given the product [CH2:22]([O:29][CH2:30][CH2:31][CH2:32][CH2:33][O:1][C:2]1[CH:3]=[C:4]([CH2:5][NH2:6])[CH:7]=[CH:8][C:9]=1[C:10]1[CH:11]=[CH:12][CH:13]=[CH:14][CH:15]=1)[C:23]1[CH:28]=[CH:27][CH:26]=[CH:25][CH:24]=1, predict the reactants needed to synthesize it. The reactants are: [OH:1][C:2]1[CH:3]=[C:4]([CH:7]=[CH:8][C:9]=1[C:10]1[CH:15]=[CH:14][CH:13]=[CH:12][CH:11]=1)[C:5]#[N:6].C(=O)([O-])[O-].[K+].[K+].[CH2:22]([O:29][CH2:30][CH2:31][CH2:32][CH2:33]Br)[C:23]1[CH:28]=[CH:27][CH:26]=[CH:25][CH:24]=1. (5) The reactants are: [CH2:1]([O:8][C:9]1[CH:10]=[CH:11][C:12]([C@@H:20]([O:23][Si:24]([C:27]([CH3:30])([CH3:29])[CH3:28])([CH3:26])[CH3:25])[CH2:21]Br)=[C:13]2[C:18]=1[NH:17][C:16](=[O:19])[CH:15]=[CH:14]2)[C:2]1[CH:7]=[CH:6][CH:5]=[CH:4][CH:3]=1.Cl.Cl.[NH2:33][CH2:34][CH2:35][C:36]1[CH:69]=[CH:68][C:39]([O:40][CH2:41][CH2:42][CH2:43][CH2:44][C:45]2[CH:50]=[CH:49][C:48]([OH:51])=[C:47]([C@@H:52]([C:62]3[CH:67]=[CH:66][CH:65]=[CH:64][CH:63]=3)[CH2:53][CH2:54][N:55]([CH:59]([CH3:61])[CH3:60])[CH:56]([CH3:58])[CH3:57])[CH:46]=2)=[CH:38][CH:37]=1.C(=O)([O-])O.[Na+].[I-].[K+].C(#N)CC. Given the product [NH3:17].[CH2:1]([O:8][C:9]1[CH:10]=[CH:11][C:12]([C@@H:20]([O:23][Si:24]([C:27]([CH3:30])([CH3:29])[CH3:28])([CH3:26])[CH3:25])[CH2:21][NH:33][CH2:34][CH2:35][C:36]2[CH:37]=[CH:38][C:39]([O:40][CH2:41][CH2:42][CH2:43][CH2:44][C:45]3[CH:50]=[CH:49][C:48]([OH:51])=[C:47]([C@@H:52]([C:62]4[CH:63]=[CH:64][CH:65]=[CH:66][CH:67]=4)[CH2:53][CH2:54][N:55]([CH:56]([CH3:58])[CH3:57])[CH:59]([CH3:60])[CH3:61])[CH:46]=3)=[CH:68][CH:69]=2)=[C:13]2[C:18]=1[NH:17][C:16](=[O:19])[CH:15]=[CH:14]2)[C:2]1[CH:7]=[CH:6][CH:5]=[CH:4][CH:3]=1, predict the reactants needed to synthesize it. (6) The reactants are: [O:1]1[CH2:5][CH2:4][O:3][CH:2]1[C:6]1[C:15](Br)=[CH:14][C:13]2[C:12]([CH3:18])([CH3:17])[CH2:11][CH2:10][C:9]([CH3:20])([CH3:19])[C:8]=2[CH:7]=1.[Cl-].[CH3:22][C:23]1[CH:30]=[CH:29][C:26]([CH2:27][Zn+])=[CH:25][CH:24]=1. Given the product [O:1]1[CH2:5][CH2:4][O:3][CH:2]1[C:6]1[C:15]([CH2:22][C:23]2[CH:30]=[CH:29][C:26]([CH3:27])=[CH:25][CH:24]=2)=[CH:14][C:13]2[C:12]([CH3:18])([CH3:17])[CH2:11][CH2:10][C:9]([CH3:20])([CH3:19])[C:8]=2[CH:7]=1, predict the reactants needed to synthesize it. (7) Given the product [CH:18]1([C:12]2([CH2:10][OH:9])[CH2:13][CH2:14][NH:15][CH2:16][CH2:17]2)[CH2:19][CH2:20][CH2:21][CH2:22][CH2:23]1, predict the reactants needed to synthesize it. The reactants are: [H-].[Al+3].[Li+].[H-].[H-].[H-].C([O:9][C:10]([C:12]1([CH:18]2[CH2:23][CH2:22][CH2:21][CH2:20][CH2:19]2)[CH2:17][CH2:16][NH:15][CH2:14][CH2:13]1)=O)C. (8) Given the product [CH3:23][C:22]1[CH:17]=[CH:18][C:19]([NH:24][C:25](=[O:36])[C:26]2[CH:31]=[CH:30][CH:29]=[C:28]([C:32]([F:33])([F:34])[F:35])[CH:27]=2)=[CH:20][C:21]=1[NH:7][C:6]1[N:2]([CH3:1])[N:3]=[CH:4][C:5]=1[C:8]1[CH:13]=[C:12]([S:14][CH3:15])[N:11]=[CH:10][N:9]=1, predict the reactants needed to synthesize it. The reactants are: [CH3:1][N:2]1[C:6]([NH2:7])=[C:5]([C:8]2[CH:13]=[C:12]([S:14][CH3:15])[N:11]=[CH:10][N:9]=2)[CH:4]=[N:3]1.Br[C:17]1[CH:18]=[C:19]([NH:24][C:25](=[O:36])[C:26]2[CH:31]=[CH:30][CH:29]=[C:28]([C:32]([F:35])([F:34])[F:33])[CH:27]=2)[CH:20]=[CH:21][C:22]=1[CH3:23].C(=O)([O-])[O-].[Cs+].[Cs+].O1CCOCC1. (9) Given the product [C:1]([O:5][C:6]([N:8]1[C:16]2[C:11](=[CH:12][CH:13]=[C:14]([CH:17]=[O:18])[CH:15]=2)[CH:10]=[C:9]1[C:19]1[CH:24]=[C:23]([Cl:33])[N:22]=[N:21][C:20]=1[O:31][CH3:32])=[O:7])([CH3:4])([CH3:3])[CH3:2], predict the reactants needed to synthesize it. The reactants are: [C:1]([O:5][C:6]([N:8]1[C:16]2[C:11](=[CH:12][CH:13]=[C:14]([CH2:17][OH:18])[CH:15]=2)[CH:10]=[C:9]1[C:19]1[CH:24]=[C:23](C2C=CN=CC=2)[N:22]=[N:21][C:20]=1[O:31][CH3:32])=[O:7])([CH3:4])([CH3:3])[CH3:2].[Cl:33]CCl. (10) Given the product [NH2:7][CH:8]1[CH2:17][C:16]2[C:11](=[CH:12][CH:13]=[C:14]([C:18]#[N:19])[CH:15]=2)[N:10]([CH2:21][C:22]2[CH:27]=[CH:26][CH:25]=[CH:24][CH:23]=2)[CH2:9]1, predict the reactants needed to synthesize it. The reactants are: C(OC(=O)[NH:7][CH:8]1[CH2:17][C:16]2[C:11](=[CH:12][CH:13]=[C:14]([C:18]#[N:19])[CH:15]=2)[NH:10][CH2:9]1)(C)(C)C.[CH:21](=O)[C:22]1[CH:27]=[CH:26][CH:25]=[CH:24][CH:23]=1.